From a dataset of Forward reaction prediction with 1.9M reactions from USPTO patents (1976-2016). Predict the product of the given reaction. (1) The product is: [C:12]([O:16][C:17]([NH:19][NH:20][C:5]([C:4]1[CH:8]=[C:9]([CH3:11])[N:10]=[C:2]([CH3:1])[CH:3]=1)=[O:7])=[O:18])([CH3:15])([CH3:14])[CH3:13]. Given the reactants [CH3:1][C:2]1[CH:3]=[C:4]([CH:8]=[C:9]([CH3:11])[N:10]=1)[C:5]([OH:7])=O.[C:12]([O:16][C:17]([NH:19][NH2:20])=[O:18])([CH3:15])([CH3:14])[CH3:13].CCN(C(C)C)C(C)C.CN(C(ON1N=NC2C=CC=CC1=2)=[N+](C)C)C.[B-](F)(F)(F)F, predict the reaction product. (2) Given the reactants [S:1](=[N:4][C:5]([NH2:7])=[O:6])(=[O:3])=[O:2].C(OC(=O)[N:14]([C:16]1[CH:17]=[C:18]2[C:23](=[CH:24][C:25]=1[F:26])[C:22](=[O:27])[N:21]([C:28]1[CH:33]=[CH:32][C:31](N)=[CH:30][CH:29]=1)[CH:20]=[CH:19]2)C)(C)(C)C.[CH2:36]([C:38]1[S:42][C:41](S(N)(=O)=O)=[CH:40][CH:39]=1)[CH3:37], predict the reaction product. The product is: [NH2:14][C:16]1[CH:17]=[C:18]2[C:23](=[CH:24][C:25]=1[F:26])[C:22](=[O:27])[N:21]([C:28]1[CH:29]=[CH:30][C:31]([NH:7][C:5]([NH:4][S:1]([C:41]3[S:42][C:38]([CH2:36][CH3:37])=[CH:39][CH:40]=3)(=[O:3])=[O:2])=[O:6])=[CH:32][CH:33]=1)[CH:20]=[CH:19]2. (3) The product is: [CH3:19][C:14]1[N:13]=[C:12]([O:11][C@H:8]2[CH2:9][CH2:10][C@H:5]([C:3]([NH:21][NH2:22])=[O:2])[CH2:6][CH2:7]2)[CH:17]=[C:16]([CH3:18])[N:15]=1. Given the reactants C[O:2][C:3]([C@H:5]1[CH2:10][CH2:9][C@H:8]([O:11][C:12]2[CH:17]=[C:16]([CH3:18])[N:15]=[C:14]([CH3:19])[N:13]=2)[CH2:7][CH2:6]1)=O.O.[NH2:21][NH2:22], predict the reaction product. (4) Given the reactants O1CCC[CH2:2]1.CC(C)([O-])C.[K+].[CH:12]([Si:15]([CH:37]([CH3:39])[CH3:38])([CH:34]([CH3:36])[CH3:35])[O:16][CH2:17][C:18]1[CH:33]=[CH:32][C:21]([C:22]([C:24]2[CH:25]=[C:26]([CH:29]=[CH:30][CH:31]=2)[C:27]#[N:28])=O)=[CH:20][CH:19]=1)([CH3:14])[CH3:13], predict the reaction product. The product is: [CH:12]([Si:15]([CH:37]([CH3:39])[CH3:38])([CH:34]([CH3:36])[CH3:35])[O:16][CH2:17][C:18]1[CH:33]=[CH:32][C:21]([C:22]([C:24]2[CH:25]=[C:26]([CH:29]=[CH:30][CH:31]=2)[C:27]#[N:28])=[CH2:2])=[CH:20][CH:19]=1)([CH3:14])[CH3:13]. (5) Given the reactants [N:1]1([C:6]([O:8][C:9]2[CH:14]=[CH:13][C:12]([CH2:15][C@H:16]([NH:24][C:25]3[C:30]([N:31](S(C)(=O)=O)[S:32]([CH3:35])(=[O:34])=[O:33])=[CH:29][N:28]=[C:27]([N:40]([CH2:43][CH3:44])[CH2:41][CH3:42])[N:26]=3)[C:17]([O:19][C:20]([CH3:23])([CH3:22])[CH3:21])=[O:18])=[CH:11][CH:10]=2)=[O:7])[CH2:5][CH2:4][CH2:3][CH2:2]1.C([O-])([O-])=O.[K+].[K+].Cl, predict the reaction product. The product is: [N:1]1([C:6]([O:8][C:9]2[CH:14]=[CH:13][C:12]([CH2:15][C@H:16]([NH:24][C:25]3[C:30]([NH:31][S:32]([CH3:35])(=[O:34])=[O:33])=[CH:29][N:28]=[C:27]([N:40]([CH2:41][CH3:42])[CH2:43][CH3:44])[N:26]=3)[C:17]([O:19][C:20]([CH3:23])([CH3:22])[CH3:21])=[O:18])=[CH:11][CH:10]=2)=[O:7])[CH2:2][CH2:3][CH2:4][CH2:5]1. (6) Given the reactants C(OC([N:8]1[CH2:12][CH2:11][CH2:10][C@H:9]1[CH2:13][NH:14][C:15]1[CH:20]=[CH:19][CH:18]=[C:17]([O:21][C:22]([F:25])([F:24])[F:23])[CH:16]=1)=O)(C)(C)C.[C:26]([OH:32])([C:28]([F:31])([F:30])[F:29])=[O:27], predict the reaction product. The product is: [NH:8]1[CH2:12][CH2:11][CH2:10][C@H:9]1[CH2:13][NH:14][C:15]1[CH:20]=[CH:19][CH:18]=[C:17]([O:21][C:22]([F:23])([F:24])[F:25])[CH:16]=1.[C:26]([OH:32])([C:28]([F:31])([F:30])[F:29])=[O:27]. (7) Given the reactants [Br:1][C:2](=[CH2:10])[CH2:3][CH2:4][C:5]([O:7][CH2:8][CH3:9])=[O:6].[CH:11]([Br:14])(Br)[Br:12].[Br-].[Br-].C([N+](C)(C)CC[N+](CC1C=CC=CC=1)(C)C)C1C=CC=CC=1.[OH-].[K+], predict the reaction product. The product is: [CH2:8]([O:7][C:5](=[O:6])[CH2:4][CH2:3][C:2]1([Br:1])[CH2:10][C:11]1([Br:14])[Br:12])[CH3:9].